From a dataset of Catalyst prediction with 721,799 reactions and 888 catalyst types from USPTO. Predict which catalyst facilitates the given reaction. (1) Reactant: [O:1]1[CH2:6][CH2:5][NH:4][C@@H:3]2[CH2:7][N:8]([C:10]3[N:15]=[C:14]([NH:16][C:17]4[CH:21]=[CH:20][NH:19][N:18]=4)[CH:13]=[C:12]([CH3:22])[N:11]=3)[CH2:9][C@@H:2]12.[C:23](=O)([O:34][C@@H:35]([CH3:40])[C:36]([F:39])([F:38])[F:37])[O:24]C1C=CC([N+]([O-])=O)=CC=1.CCN(C(C)C)C(C)C. Product: [CH3:22][C:12]1[CH:13]=[C:14]([NH:16][C:17]2[CH:21]=[CH:20][NH:19][N:18]=2)[N:15]=[C:10]([N:8]2[CH2:7][C@@H:3]3[C@H:2]([O:1][CH2:6][CH2:5][N:4]3[C:23]([O:34][C@@H:35]([CH3:40])[C:36]([F:39])([F:38])[F:37])=[O:24])[CH2:9]2)[N:11]=1. The catalyst class is: 22. (2) Reactant: [C:1]([O:10][CH3:11])(=[O:9])[C:2]1[C:3](=[CH:5][CH:6]=[CH:7][CH:8]=1)[NH2:4].[C:12]([OH:15])(=O)[CH3:13].[N+:16]([O-])([OH:18])=[O:17]. Product: [C:12]([NH:4][C:3]1[C:5]([N+:16]([O-:18])=[O:17])=[CH:6][CH:7]=[CH:8][C:2]=1[C:1]([O:10][CH3:11])=[O:9])(=[O:15])[CH3:13]. The catalyst class is: 152. (3) Reactant: Br[C:2]1[C:10]2[C:9]([Cl:11])=[N:8][CH:7]=[N:6][C:5]=2[NH:4][CH:3]=1.C([Li])CCC.[CH:17](=[O:24])[C:18]1[CH:23]=[CH:22][CH:21]=[CH:20][CH:19]=1. Product: [Cl:11][C:9]1[C:10]2[C:2]([CH:17]([C:18]3[CH:23]=[CH:22][CH:21]=[CH:20][CH:19]=3)[OH:24])=[CH:3][NH:4][C:5]=2[N:6]=[CH:7][N:8]=1. The catalyst class is: 7. (4) Reactant: C(OCC)(=O)C.[CH3:7][O:8][C:9]1[CH:10]=[C:11]([CH:15]=[CH:16][C:17]=1[O:18][CH3:19])[C:12](Cl)=[O:13].[CH3:20][CH:21]([CH3:24])[CH2:22][NH2:23]. Product: [CH3:20][CH:21]([CH3:24])[CH2:22][NH:23][C:12](=[O:13])[C:11]1[CH:15]=[CH:16][C:17]([O:18][CH3:19])=[C:9]([O:8][CH3:7])[CH:10]=1. The catalyst class is: 66. (5) Reactant: [CH:1]1([S:4][C:5]2[CH:12]=[CH:11][C:10]([N+:13]([O-:15])=[O:14])=[CH:9][C:6]=2[CH:7]=O)[CH2:3][CH2:2]1.[C:16]([S@@:20]([NH2:22])=[O:21])([CH3:19])([CH3:18])[CH3:17]. Product: [CH:1]1([S:4][C:5]2[CH:12]=[CH:11][C:10]([N+:13]([O-:15])=[O:14])=[CH:9][C:6]=2/[CH:7]=[N:22]/[S@:20]([C:16]([CH3:19])([CH3:18])[CH3:17])=[O:21])[CH2:3][CH2:2]1. The catalyst class is: 2. (6) Reactant: [OH-:1].[Na+].CS(C)=O.[CH2:7]([N:14]1[C:27](=[O:28])[C:26]2[C:21](=[C:22]3[CH:32]=[CH:31][CH:30]=[CH:29][C:23]3=[CH:24][CH:25]=2)[C:20]2[C:15]1=[CH:16][CH:17]=[C:18]1[CH:36]=[CH:35][CH:34]=[CH:33][C:19]1=2)[C:8]1[CH:13]=[CH:12][CH:11]=[CH:10][CH:9]=1.Cl. Product: [CH2:7]([NH:14][C:15]1[CH:16]=[CH:17][C:18]2[C:19](=[CH:33][CH:34]=[CH:35][CH:36]=2)[C:20]=1[C:21]1[C:26]([C:27]([OH:28])=[O:1])=[CH:25][CH:24]=[C:23]2[C:22]=1[CH:32]=[CH:31][CH:30]=[CH:29]2)[C:8]1[CH:13]=[CH:12][CH:11]=[CH:10][CH:9]=1. The catalyst class is: 6.